Dataset: Reaction yield outcomes from USPTO patents with 853,638 reactions. Task: Predict the reaction yield, written as a fraction of the theoretical maximum amount of product (1.0 means a 100% yield; for example, 0.34 means a 34% yield). (1) The reactants are C1C=C(Cl)C=C(C(OO)=[O:9])C=1.[Br:12][C:13]1[CH:18]=[CH:17][CH:16]=[C:15]([S:19][CH2:20][CH3:21])[CH:14]=1.C(Cl)Cl.[OH2:25]. No catalyst specified. The product is [Br:12][C:13]1[CH:18]=[CH:17][CH:16]=[C:15]([S:19]([CH2:20][CH3:21])(=[O:9])=[O:25])[CH:14]=1. The yield is 0.920. (2) The reactants are COC1C=CC=C(OC)C=1C1C=CC=CC=1P(C1CCCCC1)C1CCCCC1.[O-]P([O-])([O-])=O.[K+].[K+].[K+].[CH3:38][C:39]1[C:44](B(O)O)=[C:43]([CH3:48])[CH:42]=[C:41]([CH3:49])[C:40]=1[C:50]1[CH:55]=[CH:54][CH:53]=[CH:52][CH:51]=1.[Br:56][C:57]1[C:62](I)=[CH:61][CH:60]=[CH:59][C:58]=1[O:64][CH:65]1[CH2:70][CH2:69][CH2:68][CH2:67][CH2:66]1. The catalyst is C1C=CC(/C=C/C(/C=C/C2C=CC=CC=2)=O)=CC=1.C1C=CC(/C=C/C(/C=C/C2C=CC=CC=2)=O)=CC=1.C1C=CC(/C=C/C(/C=C/C2C=CC=CC=2)=O)=CC=1.[Pd].[Pd].O.C1(C)C=CC=CC=1. The product is [Br:56][C:57]1[C:58]([O:64][CH:65]2[CH2:70][CH2:69][CH2:68][CH2:67][CH2:66]2)=[CH:59][CH:60]=[CH:61][C:62]=1[C:44]1[C:43]([CH3:48])=[CH:42][C:41]([CH3:49])=[C:40]([C:50]2[CH:55]=[CH:54][CH:53]=[CH:52][CH:51]=2)[C:39]=1[CH3:38]. The yield is 0.760. (3) The reactants are [C:1]([C:5]1[CH:6]=[C:7]([NH2:11])[N:8]([CH3:10])[N:9]=1)([CH3:4])([CH3:3])[CH3:2].[OH-].[Na+].Cl[C:15]([O:17][CH2:18][C:19]([Cl:22])([Cl:21])[Cl:20])=[O:16]. The catalyst is CCOC(C)=O. The product is [Cl:20][C:19]([Cl:22])([Cl:21])[CH2:18][O:17][C:15](=[O:16])[NH:11][C:7]1[N:8]([CH3:10])[N:9]=[C:5]([C:1]([CH3:4])([CH3:2])[CH3:3])[CH:6]=1. The yield is 0.860. (4) The reactants are Br[C:2]1[CH:3]=[C:4]([CH:7]=[O:8])[S:5][CH:6]=1.[F:9][C:10]1[C:15](B(O)O)=[CH:14][CH:13]=[CH:12][N:11]=1.C(=O)([O-])[O-].[Na+].[Na+]. The catalyst is COCCOC.O.C1C=CC([P]([Pd]([P](C2C=CC=CC=2)(C2C=CC=CC=2)C2C=CC=CC=2)([P](C2C=CC=CC=2)(C2C=CC=CC=2)C2C=CC=CC=2)[P](C2C=CC=CC=2)(C2C=CC=CC=2)C2C=CC=CC=2)(C2C=CC=CC=2)C2C=CC=CC=2)=CC=1. The product is [F:9][C:10]1[C:15]([C:2]2[CH:3]=[C:4]([CH:7]=[O:8])[S:5][CH:6]=2)=[CH:14][CH:13]=[CH:12][N:11]=1. The yield is 0.530.